This data is from Catalyst prediction with 721,799 reactions and 888 catalyst types from USPTO. The task is: Predict which catalyst facilitates the given reaction. (1) Reactant: C([O:3][C:4]([C:6]1[C:7]2[CH:8]=[CH:9][C:10]([CH2:16]P(OCC)(OCC)=O)=[N:11][C:12]=2[CH:13]=[CH:14][CH:15]=1)=[O:5])C.[H-].[Na+].[Cl:27][C:28]1[CH:29]=[C:30]([N:45]2[CH2:50][CH2:49][O:48][CH2:47][CH2:46]2)[C:31]2[N:32]([C:34]([C:39]3[CH:40]=[N:41][CH:42]=[CH:43][CH:44]=3)=[C:35]([CH:37]=O)[N:36]=2)[N:33]=1. Product: [Cl:27][C:28]1[CH:29]=[C:30]([N:45]2[CH2:50][CH2:49][O:48][CH2:47][CH2:46]2)[C:31]2[N:32]([C:34]([C:39]3[CH:40]=[N:41][CH:42]=[CH:43][CH:44]=3)=[C:35](/[CH:37]=[CH:16]/[C:10]3[CH:9]=[CH:8][C:7]4[C:6]([C:4]([OH:3])=[O:5])=[CH:15][CH:14]=[CH:13][C:12]=4[N:11]=3)[N:36]=2)[N:33]=1. The catalyst class is: 3. (2) Reactant: [Cl:1][C:2]1[CH:7]=[CH:6][C:5]([S:8]([C:18]2[CH:23]=[CH:22][C:21]([Cl:24])=[CH:20][CH:19]=2)([CH3:17])[CH2:9][CH:10]([OH:16])[CH2:11][C:12]([F:15])([F:14])[F:13])=[CH:4][CH:3]=1.[Cr](O[Cr]([O-])(=O)=O)([O-])(=O)=O.[NH+]1C=CC=CC=1.[NH+]1C=CC=CC=1. Product: [Cl:1][C:2]1[CH:3]=[CH:4][C:5]([S:8]([C:18]2[CH:19]=[CH:20][C:21]([Cl:24])=[CH:22][CH:23]=2)([CH3:17])[CH2:9][C:10](=[O:16])[CH2:11][C:12]([F:15])([F:13])[F:14])=[CH:6][CH:7]=1. The catalyst class is: 2. (3) Product: [N:27]1([C:24]2[N:25]=[CH:26][C:21]([C:2]3[S:6][C:5]([N+:7]([O-:9])=[O:8])=[C:4]([C:10]([NH2:12])=[O:11])[CH:3]=3)=[CH:22][CH:23]=2)[CH2:28][CH2:29][O:30][CH2:31][CH2:32]1. Reactant: Br[C:2]1[S:6][C:5]([N+:7]([O-:9])=[O:8])=[C:4]([C:10]([NH2:12])=[O:11])[CH:3]=1.CC1(C)C(C)(C)OB([C:21]2[CH:22]=[CH:23][C:24]([N:27]3[CH2:32][CH2:31][O:30][CH2:29][CH2:28]3)=[N:25][CH:26]=2)O1. The catalyst class is: 375.